Dataset: Catalyst prediction with 721,799 reactions and 888 catalyst types from USPTO. Task: Predict which catalyst facilitates the given reaction. (1) Reactant: [NH2:1][C:2]1[C:3]([Cl:9])=[N:4][CH:5]=[N:6][C:7]=1Cl.CCN(CC)CC.[CH2:17]([NH2:22])[C:18]([CH3:21])([CH3:20])[CH3:19]. Product: [Cl:9][C:3]1[N:4]=[CH:5][N:6]=[C:7]([NH:22][CH2:17][C:18]([CH3:21])([CH3:20])[CH3:19])[C:2]=1[NH2:1]. The catalyst class is: 51. (2) Reactant: C[Al](C)C.[Br:5][C:6]1[CH:12]=[C:11]([F:13])[CH:10]=[CH:9][C:7]=1[NH2:8].[N:14]1([C:24]([O:26][C:27]([CH3:30])([CH3:29])[CH3:28])=[O:25])[CH2:19][CH2:18][CH:17]=[C:16]([C:20](OC)=[O:21])[CH2:15]1. Product: [Br:5][C:6]1[CH:12]=[C:11]([F:13])[CH:10]=[CH:9][C:7]=1[NH:8][C:20]([C:16]1[CH2:15][N:14]([C:24]([O:26][C:27]([CH3:30])([CH3:29])[CH3:28])=[O:25])[CH2:19][CH2:18][CH:17]=1)=[O:21]. The catalyst class is: 2. (3) Reactant: [CH2:1]([O:8][C:9]1[CH:10]=[C:11]([SH:15])[CH:12]=[CH:13][CH:14]=1)[C:2]1[CH:7]=[CH:6][CH:5]=[CH:4][CH:3]=1.[Cl:16][C:17]1[CH:24]=[C:23](F)[CH:22]=[CH:21][C:18]=1[CH:19]=[O:20].C(=O)([O-])[O-].[K+].[K+].O. Product: [CH2:1]([O:8][C:9]1[CH:10]=[C:11]([S:15][C:23]2[CH:22]=[CH:21][C:18]([CH:19]=[O:20])=[C:17]([Cl:16])[CH:24]=2)[CH:12]=[CH:13][CH:14]=1)[C:2]1[CH:3]=[CH:4][CH:5]=[CH:6][CH:7]=1. The catalyst class is: 9.